This data is from Full USPTO retrosynthesis dataset with 1.9M reactions from patents (1976-2016). The task is: Predict the reactants needed to synthesize the given product. (1) Given the product [C:1]([N:14]1[CH2:19][CH2:18][CH:17]([CH2:20][CH2:21][C:22]([O:24][CH2:25][CH3:26])=[O:23])[CH2:16][CH2:15]1)(=[O:12])/[CH:2]=[CH:3]/[CH2:4][CH2:5][CH2:6][CH2:7][CH2:8][CH2:9][CH3:10], predict the reactants needed to synthesize it. The reactants are: [C:1]([OH:12])(=O)/[CH:2]=[CH:3]/[CH2:4][CH2:5][CH2:6][CH2:7][CH2:8][CH2:9][CH3:10].Cl.[NH:14]1[CH2:19][CH2:18][CH:17]([CH2:20][CH2:21][C:22]([O:24][CH2:25][CH3:26])=[O:23])[CH2:16][CH2:15]1. (2) The reactants are: FC(F)(F)S([O:6][Si:7]([CH:14]([CH3:16])[CH3:15])([CH:11]([CH3:13])[CH3:12])[CH:8]([CH3:10])[CH3:9])(=O)=O.[CH3:19][O:20][C:21]([C@:23]1([CH2:29]O)[CH2:27][CH2:26][CH2:25][N:24]1[CH3:28])=[O:22].CCN(CC)CC. Given the product [CH3:19][O:20][C:21]([C@:23]1([CH2:29][O:6][Si:7]([CH:14]([CH3:16])[CH3:15])([CH:11]([CH3:13])[CH3:12])[CH:8]([CH3:10])[CH3:9])[CH2:27][CH2:26][CH2:25][N:24]1[CH3:28])=[O:22], predict the reactants needed to synthesize it. (3) Given the product [CH3:27][O:26][C:23]1[CH:22]=[CH:21][C:20]([CH2:19][O:18][C:13]2[C:12]([N:7]3[CH2:8][CH2:9][C:10]4[N:34]=[C:33]([NH2:35])[N:32]=[CH:4][C:5]=4[CH2:6]3)=[CH:17][CH:16]=[CH:15][N:14]=2)=[CH:25][CH:24]=1, predict the reactants needed to synthesize it. The reactants are: CN([CH:4]=[C:5]1[C:10](=O)[CH2:9][CH2:8][N:7]([C:12]2[C:13]([O:18][CH2:19][C:20]3[CH:25]=[CH:24][C:23]([O:26][CH3:27])=[CH:22][CH:21]=3)=[N:14][CH:15]=[CH:16][CH:17]=2)[CH2:6]1)C.C(=O)(O)O.[NH2:32][C:33]([NH2:35])=[NH:34].O.O.O.C([O-])(=O)C.[Na+]. (4) Given the product [OH:79][CH2:77][C:60]([N:55]([CH2:56][C:3]1[S:7][C:6]([C:8]([O:10][C@H:11]([C:22]2[CH:27]=[CH:26][C:25]([O:28][CH3:29])=[C:24]([O:30][CH3:31])[CH:23]=2)[CH2:12][C:13]2[C:14]([Cl:21])=[CH:15][N+:16]([O-:20])=[CH:17][C:18]=2[Cl:19])=[O:9])=[CH:5][CH:4]=1)[CH3:58])([C:66]1[CH:67]=[CH:68][CH:69]=[CH:75][CH:76]=1)[C:61](=[O:63])[O:62][C@@H:45]1[CH:44]2[CH2:39][CH2:40][N:41]([CH2:42][CH2:43]2)[CH2:46]1, predict the reactants needed to synthesize it. The reactants are: C([C:3]1[S:7][C:6]([C:8]([O:10][C@H:11]([C:22]2[CH:27]=[CH:26][C:25]([O:28][CH3:29])=[C:24]([O:30][CH3:31])[CH:23]=2)[CH2:12][C:13]2[C:18]([Cl:19])=[CH:17][N+:16]([O-:20])=[CH:15][C:14]=2[Cl:21])=[O:9])=[CH:5][CH:4]=1)=O.Cl.Cl.NC(C1C=CC=CC=1)C(O[C@@H:39]1[CH:44]2[CH2:45][CH2:46][N:41]([CH2:42][CH2:43]2)[CH2:40]1)=O.CC[N:55]([CH2:58]C)[CH2:56]C.[CH3:60][C:61]([OH:63])=[O:62].C=O.[CH2:66]1[CH2:76][CH2:75]N2[C:69](=NCCC2)[CH2:68][CH2:67]1.[C:77](O[BH-](OC(=O)C)OC(=O)C)(=[O:79])C.[Na+]. (5) The reactants are: [CH3:1][C:2]1([CH3:16])[O:7][C:6](=[O:8])[NH:5][C:4]2[CH:9]=[CH:10][C:11](B(O)O)=[CH:12][C:3]1=2.Br[C:18]1[CH:19]=[C:20]([CH:23]=[C:24]([Cl:26])[CH:25]=1)[C:21]#[N:22]. Given the product [Cl:26][C:24]1[CH:23]=[C:20]([CH:19]=[C:18]([C:11]2[CH:10]=[CH:9][C:4]3[NH:5][C:6](=[O:8])[O:7][C:2]([CH3:16])([CH3:1])[C:3]=3[CH:12]=2)[CH:25]=1)[C:21]#[N:22], predict the reactants needed to synthesize it.